This data is from Forward reaction prediction with 1.9M reactions from USPTO patents (1976-2016). The task is: Predict the product of the given reaction. (1) Given the reactants Cl[C:2](Cl)([O:4]C(=O)OC(Cl)(Cl)Cl)Cl.[F:13][C:14]([F:35])([F:34])[C:15]1[CH:16]=[C:17]([C:21]2[CH:22]=[CH:23][C:24]3[N:31]4[CH2:32][C@H:27]([CH2:28][CH2:29][CH2:30]4)[NH:26][C:25]=3[N:33]=2)[CH:18]=[CH:19][CH:20]=1.C(N(CC)C(C)C)(C)C.[NH2:45][C:46]1[CH:47]=[C:48]([C:52]2[N:53]=[N:54][N:55]([CH2:57][CH2:58][NH:59][C:60](=[O:66])[O:61][C:62]([CH3:65])([CH3:64])[CH3:63])[CH:56]=2)[CH:49]=[CH:50][CH:51]=1, predict the reaction product. The product is: [F:35][C:14]([F:34])([F:13])[C:15]1[CH:16]=[C:17]([C:21]2[CH:22]=[CH:23][C:24]3[N:31]4[CH2:32][C@H:27]([CH2:28][CH2:29][CH2:30]4)[N:26]([C:2]([NH:45][C:46]4[CH:47]=[C:48]([C:52]5[N:53]=[N:54][N:55]([CH2:57][CH2:58][NH:59][C:60](=[O:66])[O:61][C:62]([CH3:63])([CH3:65])[CH3:64])[CH:56]=5)[CH:49]=[CH:50][CH:51]=4)=[O:4])[C:25]=3[N:33]=2)[CH:18]=[CH:19][CH:20]=1. (2) The product is: [Cl:1][C:2]1[CH:11]=[C:10]([CH:12]([NH2:27])[CH3:13])[C:9]([N:15]2[CH2:19][CH2:18][C@H:17]([F:20])[CH2:16]2)=[C:8]2[C:3]=1[CH:4]=[CH:5][CH:6]=[N:7]2. Given the reactants [Cl:1][C:2]1[CH:11]=[C:10]([C:12](=O)[CH3:13])[C:9]([N:15]2[CH2:19][CH2:18][C@H:17]([F:20])[CH2:16]2)=[C:8]2[C:3]=1[CH:4]=[CH:5][CH:6]=[N:7]2.C([O-])(=O)C.[NH4+].C([BH3-])#[N:27].[Na+], predict the reaction product. (3) Given the reactants C[O:2][C:3](=[O:14])/[CH:4]=[CH:5]/[C:6]1[CH:7]=[N:8][C:9]([Cl:13])=[C:10]([Cl:12])[CH:11]=1.[OH-].[Na+], predict the reaction product. The product is: [Cl:12][C:10]1[CH:11]=[C:6](/[CH:5]=[CH:4]/[C:3]([OH:14])=[O:2])[CH:7]=[N:8][C:9]=1[Cl:13]. (4) Given the reactants C[O:2][C:3]1[C:11]2[O:10][C:9]([CH3:13])([CH3:12])[C:8](=[O:14])[C:7]=2[C:6]([CH3:15])=[CH:5][C:4]=1[CH3:16].Br.O.C(=O)(O)[O-].[Na+], predict the reaction product. The product is: [OH:2][C:3]1[C:11]2[O:10][C:9]([CH3:12])([CH3:13])[C:8](=[O:14])[C:7]=2[C:6]([CH3:15])=[CH:5][C:4]=1[CH3:16].